Dataset: Forward reaction prediction with 1.9M reactions from USPTO patents (1976-2016). Task: Predict the product of the given reaction. (1) Given the reactants [F:1][C:2]1[CH:3]=[C:4]([CH:30]=[CH:31][CH:32]=1)[CH2:5][N:6]1[C:18]2[CH2:17][CH2:16][C@@H:15]([NH:19][C:20](=[O:24])[CH:21]([CH3:23])[CH3:22])[CH2:14][C:13]=2[C:12]2[C:7]1=[CH:8][CH:9]=[C:10]([C:25]1[S:26]C=N[N:29]=1)[CH:11]=2.C(N)(=S)C.C([O-])(O)=O.[Na+], predict the reaction product. The product is: [F:1][C:2]1[CH:3]=[C:4]([CH:30]=[CH:31][CH:32]=1)[CH2:5][N:6]1[C:18]2[CH2:17][CH2:16][C@@H:15]([NH:19][C:20](=[O:24])[CH:21]([CH3:22])[CH3:23])[CH2:14][C:13]=2[C:12]2[C:7]1=[CH:8][CH:9]=[C:10]([C:25](=[S:26])[NH2:29])[CH:11]=2. (2) Given the reactants [N:1]1([C@@H:5]2[C@H:14]([CH2:15][C:16]3[CH:21]=[CH:20][CH:19]=[CH:18][CH:17]=3)[C:13]3[CH:12]=[C:11]([OH:22])[CH:10]=[CH:9][C:8]=3[CH2:7][CH2:6]2)[CH2:4][CH2:3][CH2:2]1.N1C=CC=CC=1.[F:29][C:30]([F:43])([F:42])[S:31](O[S:31]([C:30]([F:43])([F:42])[F:29])(=[O:33])=[O:32])(=[O:33])=[O:32].C(=O)(O)[O-], predict the reaction product. The product is: [F:29][C:30]([F:43])([F:42])[S:31]([O:22][C:11]1[CH:10]=[CH:9][C:8]2[CH2:7][CH2:6][C@H:5]([N:1]3[CH2:4][CH2:3][CH2:2]3)[C@H:14]([CH2:15][C:16]3[CH:21]=[CH:20][CH:19]=[CH:18][CH:17]=3)[C:13]=2[CH:12]=1)(=[O:33])=[O:32].